From a dataset of Full USPTO retrosynthesis dataset with 1.9M reactions from patents (1976-2016). Predict the reactants needed to synthesize the given product. (1) Given the product [CH3:1][C:2]1([C:7]2[CH:12]=[CH:11][C:10]([C:13]3[N:29]([CH2:30][O:31][CH2:32][CH2:33][Si:34]([CH3:37])([CH3:36])[CH3:35])[C:16]4=[N:17][CH:18]=[C:19]([N:21]([CH2:47][C:46]([CH3:48])=[CH2:45])[C:22](=[O:28])[O:23][C:24]([CH3:25])([CH3:26])[CH3:27])[N:20]=[C:15]4[CH:14]=3)=[CH:9][CH:8]=2)[O:6][CH2:5][CH2:4][O:3]1, predict the reactants needed to synthesize it. The reactants are: [CH3:1][C:2]1([C:7]2[CH:12]=[CH:11][C:10]([C:13]3[N:29]([CH2:30][O:31][CH2:32][CH2:33][Si:34]([CH3:37])([CH3:36])[CH3:35])[C:16]4=[N:17][CH:18]=[C:19]([NH:21][C:22](=[O:28])[O:23][C:24]([CH3:27])([CH3:26])[CH3:25])[N:20]=[C:15]4[CH:14]=3)=[CH:9][CH:8]=2)[O:6][CH2:5][CH2:4][O:3]1.C([O-])([O-])=O.[Cs+].[Cs+].Br[CH2:45][C:46]([CH3:48])=[CH2:47].CCOC(C)=O. (2) Given the product [CH3:2][CH2:3]/[C:5](/[C:11]1[CH:9]=[CH:7][C:5]([OH:6])=[CH:3][CH:2]=1)=[C:7](\[C:11]1[CH:9]=[CH:7][C:5]([OH:6])=[CH:3][CH:2]=1)/[CH2:9][CH3:11], predict the reactants needed to synthesize it. The reactants are: O[CH2:2][C@@H:3]([C@H:5]([C@@H:7]([C@@H:9]([CH2:11]O)O)O)[OH:6])O. (3) Given the product [C:22]([O:21][C:19]([NH:26][C:31]1[CH:30]=[CH:29][N:32]=[CH:1][C:48]=1[CH2:49][NH:35][CH:36]1[CH2:37][CH2:38][N:39]([C:42]([O:44][CH2:45][CH3:46])=[O:43])[CH2:40][CH2:41]1)=[O:20])([CH3:23])([CH3:24])[CH3:25], predict the reactants needed to synthesize it. The reactants are: [C:1](O[BH-](OC(=O)C)OC(=O)C)(=O)C.[Na+].C(O)(=O)C.[C:19]([N:26]1[CH:31]=[CH:30][C:29]([NH2:32])=C(C=O)C1)([O:21][C:22]([CH3:25])([CH3:24])[CH3:23])=[O:20].[NH2:35][CH:36]1[CH2:41][CH2:40][N:39]([C:42]([O:44][CH2:45][CH3:46])=[O:43])[CH2:38][CH2:37]1.Cl[CH:48](Cl)[CH3:49]. (4) Given the product [Br:1][C:2]1[C:3]([CH2:10][NH:11][CH3:12])=[N:4][N:5]([CH3:9])[C:6]=1[C:7]#[N:8], predict the reactants needed to synthesize it. The reactants are: [Br:1][C:2]1[C:3]([CH2:10][N:11](C)[C:12](=O)OC(C)(C)C)=[N:4][N:5]([CH3:9])[C:6]=1[C:7]#[N:8].Cl.O1CCOCC1. (5) Given the product [CH3:3][S:4]([C:7]1[CH:15]=[C:14]2[C:10]([CH:11]=[CH:12][N:13]2[CH3:18])=[CH:9][CH:8]=1)(=[O:6])=[O:5], predict the reactants needed to synthesize it. The reactants are: [H-].[Na+].[CH3:3][S:4]([C:7]1[CH:15]=[C:14]2[C:10]([CH:11]=[CH:12][NH:13]2)=[CH:9][CH:8]=1)(=[O:6])=[O:5].[H][H].[CH3:18]I. (6) Given the product [CH2:1]([C:7]1[C:15]2[C:10](=[CH:11][CH:12]=[CH:13][CH:14]=2)[NH:9][CH:8]=1)[CH2:2][CH2:3][CH2:4][CH2:5][CH3:6], predict the reactants needed to synthesize it. The reactants are: [CH:1]([C:7]1[C:15]2[C:10](=[CH:11][CH:12]=[CH:13][CH:14]=2)[NH:9][CH:8]=1)=[CH:2][CH2:3][CH2:4][CH2:5][CH3:6].[H][H]. (7) Given the product [C:1]([C:3]1[CH:8]=[CH:7][C:6]([C:9]2[CH:10]=[N:11][N:12]([CH2:22][C:23]([NH:25][CH2:26][CH2:27][Br:29])=[O:24])[C:13]=2[C:14]2[CH:19]=[CH:18][C:17]([C:20]#[N:21])=[CH:16][CH:15]=2)=[CH:5][CH:4]=1)#[N:2], predict the reactants needed to synthesize it. The reactants are: [C:1]([C:3]1[CH:8]=[CH:7][C:6]([C:9]2[CH:10]=[N:11][N:12]([CH2:22][C:23]([NH:25][CH2:26][CH2:27]O)=[O:24])[C:13]=2[C:14]2[CH:19]=[CH:18][C:17]([C:20]#[N:21])=[CH:16][CH:15]=2)=[CH:5][CH:4]=1)#[N:2].[Br:29]N1C(=O)CCC1=O.C1(P(C2C=CC=CC=2)C2C=CC=CC=2)C=CC=CC=1.